This data is from Catalyst prediction with 721,799 reactions and 888 catalyst types from USPTO. The task is: Predict which catalyst facilitates the given reaction. (1) Reactant: [CH2:1]([OH:11])[CH2:2][CH2:3][CH2:4][CH2:5][CH2:6][CH2:7][CH2:8][C:9]#[CH:10].[O:12]1[CH:17]=[CH:16][CH2:15][CH2:14][CH2:13]1.CC1C=CC(S([O-])(=O)=O)=CC=1.C1C=C[NH+]=CC=1. Product: [O:12]1[CH2:17][CH2:16][CH2:15][CH2:14][CH:13]1[O:11][CH2:1][CH2:2][CH2:3][CH2:4][CH2:5][CH2:6][CH2:7][CH2:8][C:9]#[CH:10]. The catalyst class is: 2. (2) Reactant: [CH:1]([S:14][CH2:15][CH2:16]Br)([C:8]1[CH:13]=[CH:12][CH:11]=[CH:10][CH:9]=1)[C:2]1[CH:7]=[CH:6][CH:5]=[CH:4][CH:3]=1.[C:18]1([CH2:24][CH2:25][CH2:26][N:27]2[CH2:32][CH2:31][NH:30][CH2:29][CH2:28]2)[CH:23]=[CH:22][CH:21]=[CH:20][CH:19]=1.C([O-])([O-])=O.[K+].[K+]. Product: [CH:1]([S:14][CH2:15][CH2:16][N:30]1[CH2:31][CH2:32][N:27]([CH2:26][CH2:25][CH2:24][C:18]2[CH:23]=[CH:22][CH:21]=[CH:20][CH:19]=2)[CH2:28][CH2:29]1)([C:8]1[CH:13]=[CH:12][CH:11]=[CH:10][CH:9]=1)[C:2]1[CH:7]=[CH:6][CH:5]=[CH:4][CH:3]=1. The catalyst class is: 21. (3) Reactant: O=C1C2C(=CC=CC=2)C(=O)[N:3]1[O:12][CH2:13][C:14]1[CH:19]=[CH:18][C:17]([CH2:20][CH2:21][C:22]2[N:23]=[C:24]([NH:27][C:28](=[O:30])[CH3:29])[S:25][CH:26]=2)=[CH:16][CH:15]=1.CNN. Product: [NH2:3][O:12][CH2:13][C:14]1[CH:19]=[CH:18][C:17]([CH2:20][CH2:21][C:22]2[N:23]=[C:24]([NH:27][C:28](=[O:30])[CH3:29])[S:25][CH:26]=2)=[CH:16][CH:15]=1. The catalyst class is: 4. (4) Reactant: C(OC(=O)[NH:7][C:8]1[CH:9]=[C:10]([C:22]2[CH:27]=[CH:26][CH:25]=[CH:24][C:23]=2[S:28]([C:31]([F:34])([F:33])[F:32])(=[O:30])=[O:29])[CH:11]=[CH:12][C:13]=1[NH:14]C(OC(C)(C)C)=O)(C)(C)C. Product: [F:33][C:31]([F:32])([F:34])[S:28]([C:23]1[CH:24]=[CH:25][CH:26]=[CH:27][C:22]=1[C:10]1[CH:11]=[CH:12][C:13]([NH2:14])=[C:8]([NH2:7])[CH:9]=1)(=[O:29])=[O:30]. The catalyst class is: 89. (5) Reactant: [Cl:1][C:2]1[C:3](=[O:25])[N:4]([CH2:17][CH2:18][C:19]2[CH:24]=[CH:23][CH:22]=[CH:21][CH:20]=2)[C:5]([C:9]2[CH:14]=[CH:13][CH:12]=[CH:11][C:10]=2[O:15]C)=[N:6][C:7]=1[CH3:8].B(Br)(Br)Br. Product: [Cl:1][C:2]1[C:3](=[O:25])[N:4]([CH2:17][CH2:18][C:19]2[CH:20]=[CH:21][CH:22]=[CH:23][CH:24]=2)[C:5]([C:9]2[CH:14]=[CH:13][CH:12]=[CH:11][C:10]=2[OH:15])=[N:6][C:7]=1[CH3:8]. The catalyst class is: 4. (6) Product: [CH:19]([CH:8]1[C:7](=[O:22])[N:6]([CH2:5][CH2:4][C:3]([OH:23])=[O:2])[C:11]2[CH:12]=[CH:13][C:14]([N+:16]([O-:18])=[O:17])=[CH:15][C:10]=2[O:9]1)([CH3:21])[CH3:20]. The catalyst class is: 5. Reactant: C[O:2][C:3](=[O:23])[CH2:4][CH2:5][N:6]1[C:11]2[CH:12]=[CH:13][C:14]([N+:16]([O-:18])=[O:17])=[CH:15][C:10]=2[O:9][CH:8]([CH:19]([CH3:21])[CH3:20])[C:7]1=[O:22].[OH-].[Na+]. (7) Reactant: [CH3:1][CH:2]([CH:12]=O)[CH2:3][NH:4][C:5](=[O:11])[O:6][C:7]([CH3:10])([CH3:9])[CH3:8].Cl.[CH3:15][O:16][C:17](=[O:21])[C@@H:18]([CH3:20])[NH2:19].C(=O)([O-])[O-].[K+].[K+].C([BH3-])#N.[Na+]. Product: [C:7]([O:6][C:5]([NH:4][CH2:3][CH:2]([CH3:1])[CH2:12][NH:19][C@@H:18]([C:17]([O:16][CH3:15])=[O:21])[CH3:20])=[O:11])([CH3:8])([CH3:9])[CH3:10]. The catalyst class is: 8.